This data is from Forward reaction prediction with 1.9M reactions from USPTO patents (1976-2016). The task is: Predict the product of the given reaction. Given the reactants C([O:4][C:5]1[CH:10]=[CH:9][C:8]([CH:11]2[CH2:16][CH2:15][N:14]([C:17]([O:19][C:20]([CH3:23])([CH3:22])[CH3:21])=[O:18])[CH2:13][CH:12]2[O:24][CH2:25][C:26]2[CH:35]=[C:34]([O:36][CH3:37])[C:33]3[C:28](=[CH:29][CH:30]=[CH:31][CH:32]=3)[C:27]=2[O:38][CH3:39])=[CH:7][CH:6]=1)C=C.N12CCN(CC1)CC2.Cl, predict the reaction product. The product is: [CH3:39][O:38][C:27]1[C:28]2[C:33](=[CH:32][CH:31]=[CH:30][CH:29]=2)[C:34]([O:36][CH3:37])=[CH:35][C:26]=1[CH2:25][O:24][CH:12]1[CH:11]([C:8]2[CH:7]=[CH:6][C:5]([OH:4])=[CH:10][CH:9]=2)[CH2:16][CH2:15][N:14]([C:17]([O:19][C:20]([CH3:23])([CH3:22])[CH3:21])=[O:18])[CH2:13]1.